This data is from Peptide-MHC class II binding affinity with 134,281 pairs from IEDB. The task is: Regression. Given a peptide amino acid sequence and an MHC pseudo amino acid sequence, predict their binding affinity value. This is MHC class II binding data. (1) The peptide sequence is EKKYFAPTQFEPLAA. The binding affinity (normalized) is 0.981. The MHC is HLA-DPA10103-DPB10401 with pseudo-sequence HLA-DPA10103-DPB10401. (2) The peptide sequence is YFVAILDYLNHMAKE. The MHC is DRB1_0301 with pseudo-sequence DRB1_0301. The binding affinity (normalized) is 0.557. (3) The peptide sequence is PTPVNIIGRNMLTQIGC. The MHC is HLA-DQA10102-DQB10602 with pseudo-sequence HLA-DQA10102-DQB10602. The binding affinity (normalized) is 0.174. (4) The peptide sequence is QEDWKSDPSQGGGIK. The MHC is DRB1_0401 with pseudo-sequence DRB1_0401. The binding affinity (normalized) is 0.434. (5) The peptide sequence is NTSIKTLKFDALSGS. The MHC is DRB1_0405 with pseudo-sequence DRB1_0405. The binding affinity (normalized) is 0.0899.